This data is from Peptide-MHC class I binding affinity with 185,985 pairs from IEDB/IMGT. The task is: Regression. Given a peptide amino acid sequence and an MHC pseudo amino acid sequence, predict their binding affinity value. This is MHC class I binding data. The peptide sequence is SLVKKNKKR. The MHC is HLA-A11:01 with pseudo-sequence HLA-A11:01. The binding affinity (normalized) is 0.